From a dataset of Reaction yield outcomes from USPTO patents with 853,638 reactions. Predict the reaction yield, written as a fraction of the theoretical maximum amount of product (1.0 means a 100% yield; for example, 0.34 means a 34% yield). (1) The catalyst is C(Cl)Cl. The yield is 0.310. The product is [C:18]([C:7]1[C:6]2[C:10](=[CH:11][CH:12]=[C:4]([N+:1]([O-:3])=[O:2])[CH:5]=2)[NH:9][CH:8]=1)([CH3:21])([CH3:20])[CH3:19]. The reactants are [N+:1]([C:4]1[CH:5]=[C:6]2[C:10](=[CH:11][CH:12]=1)[NH:9][CH:8]=[CH:7]2)([O-:3])=[O:2].[Al+3].[Cl-].[Cl-].[Cl-].Br[C:18]([CH3:21])([CH3:20])[CH3:19]. (2) The reactants are [CH2:1]([CH:3]([C:6]1[C:10]([CH2:11][CH2:12][CH2:13][OH:14])=[CH:9][N:8]([C:15]2[CH:20]=[CH:19][C:18]([C:21]([F:24])([F:23])[F:22])=[CH:17][N:16]=2)[N:7]=1)[CH2:4][CH3:5])[CH3:2].[CH2:25]([C:27]1[CH:28]=[N:29][N:30]([CH2:33][C:34]([O:36]CC)=[O:35])[C:31]=1O)[CH3:26].C(P(CCCC)CCCC)CCC.N(C(N1CCCCC1)=O)=NC(N1CCCCC1)=O. The catalyst is O1CCCC1. The product is [CH2:25]([C:27]1[CH:28]=[N:29][N:30]([CH2:33][C:34]([OH:36])=[O:35])[C:31]=1[O:14][CH2:13][CH2:12][CH2:11][C:10]1[C:6]([CH:3]([CH2:4][CH3:5])[CH2:1][CH3:2])=[N:7][N:8]([C:15]2[CH:20]=[CH:19][C:18]([C:21]([F:23])([F:24])[F:22])=[CH:17][N:16]=2)[CH:9]=1)[CH3:26]. The yield is 0.540.